This data is from Forward reaction prediction with 1.9M reactions from USPTO patents (1976-2016). The task is: Predict the product of the given reaction. The product is: [C:1]([CH2:3][NH:4][C:5]([C@@H:7]1[CH2:12][CH2:11][CH2:10][CH2:9][C@@H:8]1[NH:13][C:14]([C:16]1[NH:17][C:18]2[C:23]([CH:24]=1)=[CH:22][CH:21]=[CH:20][C:19]=2[C:25](=[N:34][NH:35][C:36](=[O:37])[NH2:38])[CH3:26])=[O:15])=[O:6])#[N:2]. Given the reactants [C:1]([CH2:3][NH:4][C:5]([C@@H:7]1[CH2:12][CH2:11][CH2:10][CH2:9][C@@H:8]1[NH:13][C:14]([C:16]1[NH:17][C:18]2[C:23]([CH:24]=1)=[CH:22][CH:21]=[CH:20][C:19]=2[C:25](=O)[CH3:26])=[O:15])=[O:6])#[N:2].C([O-])(=O)C.[K+].Cl.[NH2:34][NH:35][C:36]([NH2:38])=[O:37], predict the reaction product.